Task: Regression/Classification. Given a drug SMILES string, predict its toxicity properties. Task type varies by dataset: regression for continuous values (e.g., LD50, hERG inhibition percentage) or binary classification for toxic/non-toxic outcomes (e.g., AMES mutagenicity, cardiotoxicity, hepatotoxicity). Dataset: ames.. Dataset: Ames mutagenicity test results for genotoxicity prediction (1) The compound is CN(C)N=Nc1ccc(C(=O)O)cc1. The result is 0 (non-mutagenic). (2) The drug is CNC(=O)NOC(=O)NC. The result is 1 (mutagenic).